From a dataset of Reaction yield outcomes from USPTO patents with 853,638 reactions. Predict the reaction yield, written as a fraction of the theoretical maximum amount of product (1.0 means a 100% yield; for example, 0.34 means a 34% yield). The reactants are Cl[C:2]1[N:7]=[C:6]([NH:8][C:9]2[CH:14]=[CH:13][CH:12]=[CH:11][C:10]=2[N:15]2[CH:19]=[CH:18][CH:17]=[N:16]2)[C:5]([Cl:20])=[CH:4][N:3]=1.[NH2:21][C:22]1[CH:35]=[CH:34][C:25]2[NH:26][C:27](=[O:33])[CH2:28][CH2:29][C:30]([CH3:32])([CH3:31])[C:24]=2[CH:23]=1.Cl. The catalyst is O1CCOCC1.COCCO. The product is [Cl:20][C:5]1[C:6]([NH:8][C:9]2[CH:14]=[CH:13][CH:12]=[CH:11][C:10]=2[N:15]2[CH:19]=[CH:18][CH:17]=[N:16]2)=[N:7][C:2]([NH:21][C:22]2[CH:35]=[CH:34][C:25]3[NH:26][C:27](=[O:33])[CH2:28][CH2:29][C:30]([CH3:32])([CH3:31])[C:24]=3[CH:23]=2)=[N:3][CH:4]=1. The yield is 0.820.